This data is from Forward reaction prediction with 1.9M reactions from USPTO patents (1976-2016). The task is: Predict the product of the given reaction. (1) Given the reactants FC(F)(F)S(O[C:7]1[C:12]([C:13]2C=C[N:16]=[CH:15][CH:14]=2)=[CH:11][CH:10]=[CH:9][C:8]=1Cl)(=O)=O.CC1(C)C(C)(C)OB(C2C=CC(OCC3C=CC4C(=CC=CC=4)N=3)=CC=2)O1.C([O-])([O-])=O.[Na+].[Na+], predict the reaction product. The product is: [N:16]1[C:11]2[C:12](=[CH:7][CH:8]=[CH:9][CH:10]=2)[CH:13]=[CH:14][CH:15]=1. (2) The product is: [CH3:15][S:16]([NH:1][CH:2]1[CH2:3][CH2:4][N:5]([C:8]([O:10][C:11]([CH3:14])([CH3:13])[CH3:12])=[O:9])[CH2:6][CH2:7]1)(=[O:18])=[O:17]. Given the reactants [NH2:1][CH:2]1[CH2:7][CH2:6][N:5]([C:8]([O:10][C:11]([CH3:14])([CH3:13])[CH3:12])=[O:9])[CH2:4][CH2:3]1.[CH3:15][S:16](Cl)(=[O:18])=[O:17].C(N(CC)CC)C, predict the reaction product. (3) Given the reactants N1C=CN=C1.[C:6]([Si:10]([C:18]1[CH:23]=[CH:22][CH:21]=[CH:20][CH:19]=1)([C:12]1[CH:17]=[CH:16][CH:15]=[CH:14][CH:13]=1)Cl)([CH3:9])([CH3:8])[CH3:7].[OH:24][CH2:25][C:26]1[C:27](=[O:32])[NH:28][CH:29]=[CH:30][CH:31]=1.O, predict the reaction product. The product is: [Si:10]([O:24][CH2:25][C:26]1[C:27](=[O:32])[NH:28][CH:29]=[CH:30][CH:31]=1)([C:6]([CH3:9])([CH3:8])[CH3:7])([C:18]1[CH:23]=[CH:22][CH:21]=[CH:20][CH:19]=1)[C:12]1[CH:17]=[CH:16][CH:15]=[CH:14][CH:13]=1. (4) Given the reactants [CH3:1][O:2][C:3]1[C:4](=[O:23])[C:5]([CH3:22])=[C:6]([CH2:12][C:13]2[CH:14]=C(C=CC=2)C(O)=O)[C:7](=[O:11])[C:8]=1[O:9][CH3:10].[NH:24]1CC[O:27][CH2:26][CH2:25]1, predict the reaction product. The product is: [CH3:1][O:2][C:3]1[C:4](=[O:23])[C:5]([CH3:22])=[C:6]([CH2:12][CH:13]2[CH2:14][O:27][CH2:26][CH2:25][NH:24]2)[C:7](=[O:11])[C:8]=1[O:9][CH3:10]. (5) Given the reactants Br[CH2:2][C:3]([N:5]([CH2:13][C:14]1[CH:19]=[CH:18][C:17]([F:20])=[CH:16][C:15]=1[F:21])[CH2:6][CH2:7][CH2:8][CH2:9][CH2:10][CH2:11][CH3:12])=[O:4].[CH2:22]([OH:33])[CH2:23][C:24]1[CH:32]=[CH:31][C:29]([OH:30])=[C:26]([O:27][CH3:28])[CH:25]=1.C(=O)([O-])[O-].[K+].[K+], predict the reaction product. The product is: [F:21][C:15]1[CH:16]=[C:17]([F:20])[CH:18]=[CH:19][C:14]=1[CH2:13][N:5]([CH2:6][CH2:7][CH2:8][CH2:9][CH2:10][CH2:11][CH3:12])[C:3](=[O:4])[CH2:2][O:30][C:29]1[CH:31]=[CH:32][C:24]([CH2:23][CH2:22][OH:33])=[CH:25][C:26]=1[O:27][CH3:28]. (6) Given the reactants Br[C:2]1[CH:3]=[C:4]2[C:9](=[CH:10][C:11]=1[O:12][CH2:13][CH2:14][CH2:15][CH2:16][CH2:17][CH3:18])[C:8]([CH3:20])([CH3:19])[CH2:7][CH:6]=[C:5]2[CH3:21].CC([O-])(C)C.[Na+].[NH2:28][C:29]1[CH:39]=[CH:38][C:32]([C:33]([O:35][CH2:36][CH3:37])=[O:34])=[CH:31][CH:30]=1, predict the reaction product. The product is: [CH2:13]([O:12][C:11]1[C:2]([NH:28][C:29]2[CH:30]=[CH:31][C:32]([C:33]([O:35][CH2:36][CH3:37])=[O:34])=[CH:38][CH:39]=2)=[CH:3][C:4]2[C:5]([CH3:21])=[CH:6][CH2:7][C:8]([CH3:20])([CH3:19])[C:9]=2[CH:10]=1)[CH2:14][CH2:15][CH2:16][CH2:17][CH3:18]. (7) Given the reactants COC1C(OC)=CC(C(O)CCN(C)C(=O)CCCC[C:20]([O:22]C)=[O:21])=C([N+]([O-])=O)C=1.C([N:32]1[CH:36]=[CH:35][N:34]=[CH:33]1)([N:32]1[CH:36]=[CH:35][N:34]=[CH:33]1)=O, predict the reaction product. The product is: [C:20](=[O:21])([OH:22])[NH2:32].[NH:32]1[CH:36]=[CH:35][N:34]=[CH:33]1. (8) Given the reactants [NH2:1][CH2:2][C@:3]12[CH2:41][CH2:40][C@@H:39]([C:42]([CH3:44])=[CH2:43])[C@@H:4]1[C@@H:5]1[C@@:18]([CH3:21])([CH2:19][CH2:20]2)[C@@:17]2([CH3:22])[C@@H:8]([C@:9]3([CH3:38])[C@@H:14]([CH2:15][CH2:16]2)[C:13]([CH3:24])([CH3:23])[C:12]([C:25]2[CH:37]=[CH:36][C:28]([C:29]([O:31][C:32]([CH3:35])([CH3:34])[CH3:33])=[O:30])=[CH:27][CH:26]=2)=[CH:11][CH2:10]3)[CH2:7][CH2:6]1.Cl[S:46]([C:49]1[CH:57]=[CH:56][C:52]([C:53]([OH:55])=[O:54])=[CH:51][CH:50]=1)(=[O:48])=[O:47].CCN(C(C)C)C(C)C, predict the reaction product. The product is: [C:32]([O:31][C:29]([C:28]1[CH:36]=[CH:37][C:25]([C:12]2[C:13]([CH3:24])([CH3:23])[C@H:14]3[C@:9]([CH3:38])([CH2:10][CH:11]=2)[C@@H:8]2[C@:17]([CH3:22])([C@@:18]4([CH3:21])[C@H:5]([CH2:6][CH2:7]2)[C@H:4]2[C@H:39]([C:42]([CH3:44])=[CH2:43])[CH2:40][CH2:41][C@:3]2([CH2:2][NH:1][S:46]([C:49]2[CH:50]=[CH:51][C:52]([C:53]([OH:55])=[O:54])=[CH:56][CH:57]=2)(=[O:48])=[O:47])[CH2:20][CH2:19]4)[CH2:16][CH2:15]3)=[CH:26][CH:27]=1)=[O:30])([CH3:33])([CH3:34])[CH3:35]. (9) Given the reactants I[C:2]1[CH:12]=[CH:11][C:5]([C:6]([N:8]([CH3:10])[CH3:9])=[O:7])=[CH:4][CH:3]=1.[F:13][C:14]([F:25])([F:24])[C:15]1[C:23]2[CH2:22][CH2:21][CH2:20][CH2:19][C:18]=2[NH:17][N:16]=1.N[C@@H]1CCCC[C@H]1N.C(=O)([O-])[O-].[K+].[K+], predict the reaction product. The product is: [CH3:9][N:8]([CH3:10])[C:6](=[O:7])[C:5]1[CH:11]=[CH:12][C:2]([N:17]2[C:18]3[CH2:19][CH2:20][CH2:21][CH2:22][C:23]=3[C:15]([C:14]([F:13])([F:25])[F:24])=[N:16]2)=[CH:3][CH:4]=1. (10) Given the reactants [CH2:1]([O:8][C:9]1[CH:18]=[CH:17][C:12]([C:13]([O:15][CH3:16])=[O:14])=[CH:11][C:10]=1[O:19][CH3:20])[C:2]1[CH:7]=[CH:6][CH:5]=[CH:4][CH:3]=1.[N+:21]([O-])([OH:23])=[O:22], predict the reaction product. The product is: [CH2:1]([O:8][C:9]1[C:10]([O:19][CH3:20])=[CH:11][C:12]([C:13]([O:15][CH3:16])=[O:14])=[C:17]([N+:21]([O-:23])=[O:22])[CH:18]=1)[C:2]1[CH:3]=[CH:4][CH:5]=[CH:6][CH:7]=1.